Dataset: Full USPTO retrosynthesis dataset with 1.9M reactions from patents (1976-2016). Task: Predict the reactants needed to synthesize the given product. (1) Given the product [Cl:1][C:2]1[CH:3]=[C:4]([C:9](=[C:23]2[CH2:29][CH2:28][CH2:27][CH2:26][CH2:25][CH2:24]2)[C:10]2[CH:15]=[CH:14][C:13](/[CH:16]=[CH:17]/[C:18]([OH:20])=[O:19])=[CH:12][CH:11]=2)[CH:5]=[CH:6][C:7]=1[OH:8], predict the reactants needed to synthesize it. The reactants are: [Cl:1][C:2]1[CH:3]=[C:4]([C:9](=[C:23]2[CH2:29][CH2:28][CH2:27][CH2:26][CH2:25][CH2:24]2)[C:10]2[CH:15]=[CH:14][C:13](/[CH:16]=[CH:17]/[C:18]([O:20]CC)=[O:19])=[CH:12][CH:11]=2)[CH:5]=[CH:6][C:7]=1[OH:8].[OH-].[Na+].Cl. (2) Given the product [N:1]1[CH:6]=[CH:5][CH:4]=[C:3]([N:7]2[CH2:8][CH:9]3[CH2:15][CH:13]([CH2:12][N:11]([CH:26]4[CH2:27][CH2:28][N:23]([C:21]([O:20][C:16]([CH3:19])([CH3:18])[CH3:17])=[O:22])[CH2:24][CH2:25]4)[CH2:10]3)[CH2:14]2)[CH:2]=1, predict the reactants needed to synthesize it. The reactants are: [N:1]1[CH:6]=[CH:5][CH:4]=[C:3]([N:7]2[CH2:14][CH:13]3[CH2:15][CH:9]([CH2:10][NH:11][CH2:12]3)[CH2:8]2)[CH:2]=1.[C:16]([O:20][C:21]([N:23]1[CH2:28][CH2:27][C:26](=O)[CH2:25][CH2:24]1)=[O:22])([CH3:19])([CH3:18])[CH3:17].C(O[BH-](OC(=O)C)OC(=O)C)(=O)C.[Na+].[OH-].[NH4+].[Cl-].[Na+]. (3) The reactants are: Br[C:2]1[CH:3]=[C:4]([N+:13]([O-])=O)[C:5]([OH:12])=[C:6]([CH:11]=1)[C:7]([O:9][CH3:10])=[O:8].C([O-])(=O)C.[Na+].[H][H]. Given the product [NH2:13][C:4]1[C:5]([OH:12])=[C:6]([CH:11]=[CH:2][CH:3]=1)[C:7]([O:9][CH3:10])=[O:8], predict the reactants needed to synthesize it. (4) Given the product [C:2]([CH:3]1[CH2:4][N:5]2[C:6](=[N:7][C:8]3[C:13]([CH3:14])=[CH:12][CH:11]=[CH:10][C:9]=32)[C:15]2[CH:20]=[CH:19][CH:18]=[CH:17][C:16]=2[O:24]1)([CH3:26])([CH3:25])[CH3:1], predict the reactants needed to synthesize it. The reactants are: [CH3:1][C:2]([CH3:26])([CH3:25])[CH:3]([OH:24])[CH2:4][N:5]1[C:9]2[CH:10]=[CH:11][CH:12]=[C:13]([CH3:14])[C:8]=2[N:7]=[C:6]1[C:15]1[CH:20]=[CH:19][CH:18]=[CH:17][C:16]=1[N+]([O-])=O.[H-].[Na+]. (5) Given the product [CH3:32][S:33]([C:36]1[CH:41]=[C:40]([C:2]2[N:7]=[C:6]([NH:8][C:9]3[CH:14]=[CH:13][C:12]([O:15][C:16]([F:19])([F:18])[F:17])=[CH:11][CH:10]=3)[CH:5]=[C:4]([N:20]3[CH2:25][CH2:24][O:23][CH2:22][CH2:21]3)[CH:3]=2)[CH:39]=[CH:38][CH:37]=1)(=[O:35])=[O:34], predict the reactants needed to synthesize it. The reactants are: Cl[C:2]1[N:7]=[C:6]([NH:8][C:9]2[CH:14]=[CH:13][C:12]([O:15][C:16]([F:19])([F:18])[F:17])=[CH:11][CH:10]=2)[CH:5]=[C:4]([N:20]2[CH2:25][CH2:24][O:23][CH2:22][CH2:21]2)[CH:3]=1.C(=O)([O-])[O-].[Na+].[Na+].[CH3:32][S:33]([C:36]1[CH:37]=[C:38](B(O)O)[CH:39]=[CH:40][CH:41]=1)(=[O:35])=[O:34].O. (6) Given the product [NH2:1][C:4]1[CH:5]=[CH:6][C:7]([S:10][C:11]2[CH:16]=[CH:15][C:14]([CH2:17][CH2:18][C:19]([O:21][CH3:22])=[O:20])=[CH:13][CH:12]=2)=[N:8][CH:9]=1, predict the reactants needed to synthesize it. The reactants are: [N+:1]([C:4]1[CH:5]=[CH:6][C:7]([S:10][C:11]2[CH:16]=[CH:15][C:14]([CH2:17][CH2:18][C:19]([O:21][CH3:22])=[O:20])=[CH:13][CH:12]=2)=[N:8][CH:9]=1)([O-])=O.[BH4-].[Na+]. (7) Given the product [C:28]([O:32][C:33](=[O:42])[NH:34][C@@H:35]([CH2:38][CH:39]([CH3:40])[CH3:41])[CH2:36][NH:37][C:8]1[C:15]([F:16])=[CH:14][C:11]([C:12]#[N:13])=[C:10]([NH:17][C:18]2[CH:19]=[C:20]3[C:25](=[CH:26][CH:27]=2)[N:24]=[CH:23][CH:22]=[CH:21]3)[N:9]=1)([CH3:31])([CH3:30])[CH3:29], predict the reactants needed to synthesize it. The reactants are: C(=O)([O-])[O-].[K+].[K+].Cl[C:8]1[C:15]([F:16])=[CH:14][C:11]([C:12]#[N:13])=[C:10]([NH:17][C:18]2[CH:19]=[C:20]3[C:25](=[CH:26][CH:27]=2)[N:24]=[CH:23][CH:22]=[CH:21]3)[N:9]=1.[C:28]([O:32][C:33](=[O:42])[NH:34][C@@H:35]([CH2:38][CH:39]([CH3:41])[CH3:40])[CH2:36][NH2:37])([CH3:31])([CH3:30])[CH3:29]. (8) Given the product [CH2:1]([C:3]([C:19]1[CH:24]=[CH:23][C:22](/[CH:25]=[CH:26]/[C:27]([OH:29])=[O:28])=[C:21]([O:32][CH3:33])[CH:20]=1)=[C:4]([C:12]1[CH:13]=[CH:14][C:15]([OH:18])=[CH:16][CH:17]=1)[C:5]1[CH:10]=[CH:9][C:8]([OH:11])=[CH:7][CH:6]=1)[CH3:2], predict the reactants needed to synthesize it. The reactants are: [CH2:1]([C:3]([C:19]1[CH:24]=[CH:23][C:22](/[CH:25]=[CH:26]/[C:27]([O:29]CC)=[O:28])=[C:21]([O:32][CH3:33])[CH:20]=1)=[C:4]([C:12]1[CH:17]=[CH:16][C:15]([OH:18])=[CH:14][CH:13]=1)[C:5]1[CH:10]=[CH:9][C:8]([OH:11])=[CH:7][CH:6]=1)[CH3:2].[OH-].[Na+].